This data is from NCI-60 drug combinations with 297,098 pairs across 59 cell lines. The task is: Regression. Given two drug SMILES strings and cell line genomic features, predict the synergy score measuring deviation from expected non-interaction effect. (1) Drug 1: C1CN1C2=NC(=NC(=N2)N3CC3)N4CC4. Drug 2: C(CCl)NC(=O)N(CCCl)N=O. Cell line: UACC-257. Synergy scores: CSS=13.7, Synergy_ZIP=-4.21, Synergy_Bliss=-1.00, Synergy_Loewe=-0.0955, Synergy_HSA=0.410. (2) Drug 1: CNC(=O)C1=NC=CC(=C1)OC2=CC=C(C=C2)NC(=O)NC3=CC(=C(C=C3)Cl)C(F)(F)F. Drug 2: CC1CCCC2(C(O2)CC(NC(=O)CC(C(C(=O)C(C1O)C)(C)C)O)C(=CC3=CSC(=N3)C)C)C. Cell line: UACC62. Synergy scores: CSS=49.4, Synergy_ZIP=1.53, Synergy_Bliss=-0.204, Synergy_Loewe=-25.9, Synergy_HSA=2.62. (3) Drug 1: CNC(=O)C1=CC=CC=C1SC2=CC3=C(C=C2)C(=NN3)C=CC4=CC=CC=N4. Drug 2: C1CC(C1)(C(=O)O)C(=O)O.[NH2-].[NH2-].[Pt+2]. Cell line: SR. Synergy scores: CSS=95.4, Synergy_ZIP=3.78, Synergy_Bliss=3.01, Synergy_Loewe=1.69, Synergy_HSA=5.26. (4) Drug 1: CN1C(=O)N2C=NC(=C2N=N1)C(=O)N. Drug 2: CCC1(CC2CC(C3=C(CCN(C2)C1)C4=CC=CC=C4N3)(C5=C(C=C6C(=C5)C78CCN9C7C(C=CC9)(C(C(C8N6C)(C(=O)OC)O)OC(=O)C)CC)OC)C(=O)OC)O.OS(=O)(=O)O. Cell line: MDA-MB-435. Synergy scores: CSS=28.7, Synergy_ZIP=-0.269, Synergy_Bliss=-0.948, Synergy_Loewe=-14.3, Synergy_HSA=1.50. (5) Drug 1: C1=CC=C(C(=C1)C(C2=CC=C(C=C2)Cl)C(Cl)Cl)Cl. Drug 2: C1=NC2=C(N1)C(=S)N=CN2. Cell line: HT29. Synergy scores: CSS=42.8, Synergy_ZIP=-6.82, Synergy_Bliss=2.17, Synergy_Loewe=-17.3, Synergy_HSA=1.10.